From a dataset of TCR-epitope binding with 47,182 pairs between 192 epitopes and 23,139 TCRs. Binary Classification. Given a T-cell receptor sequence (or CDR3 region) and an epitope sequence, predict whether binding occurs between them. (1) The TCR CDR3 sequence is CASSPRTSGGYQEPQYF. Result: 0 (the TCR does not bind to the epitope). The epitope is NEGVKAAW. (2) The epitope is IPIQASLPF. The TCR CDR3 sequence is CASSQDLTKMDLTF. Result: 1 (the TCR binds to the epitope). (3) The epitope is VTEHDTLLY. The TCR CDR3 sequence is CASTLLGGKYEQYF. Result: 1 (the TCR binds to the epitope). (4) The epitope is RTLNAWVKV. The TCR CDR3 sequence is CATSRDRGISNYGYTF. Result: 0 (the TCR does not bind to the epitope). (5) The epitope is FLASKIGRLV. The TCR CDR3 sequence is CASSNAGSGNTIYF. Result: 0 (the TCR does not bind to the epitope). (6) Result: 1 (the TCR binds to the epitope). The TCR CDR3 sequence is CASSLGGLGNTIYF. The epitope is LLLGIGILV. (7) The epitope is MPASWVMRI. The TCR CDR3 sequence is CASSSSQGMNTEAFF. Result: 0 (the TCR does not bind to the epitope).